This data is from Full USPTO retrosynthesis dataset with 1.9M reactions from patents (1976-2016). The task is: Predict the reactants needed to synthesize the given product. Given the product [C:3]([N:6]1[C:15]2[C:10](=[CH:11][C:12]([N:16]3[CH:20]=[C:19]([CH3:21])[N:18]=[CH:17]3)=[CH:13][CH:14]=2)[CH:9]([NH:22][C:34]2[N:39]=[CH:38][C:37]([C:40]#[N:41])=[CH:36][CH:35]=2)[CH2:8][CH:7]1[CH3:23])(=[O:5])[CH3:4], predict the reactants needed to synthesize it. The reactants are: Cl.Cl.[C:3]([N:6]1[C:15]2[C:10](=[CH:11][C:12]([N:16]3[CH:20]=[C:19]([CH3:21])[N:18]=[CH:17]3)=[CH:13][CH:14]=2)[CH:9]([NH2:22])[CH2:8][CH:7]1[CH3:23])(=[O:5])[CH3:4].CCN(C(C)C)C(C)C.Cl[C:34]1[N:39]=[CH:38][C:37]([C:40]#[N:41])=[CH:36][CH:35]=1.